This data is from Full USPTO retrosynthesis dataset with 1.9M reactions from patents (1976-2016). The task is: Predict the reactants needed to synthesize the given product. (1) Given the product [Br:1][C:2]1[N:7]=[C:6]([CH3:8])[C:5]([NH:9][C:23]([C:19]2[O:20][CH:21]=[CH:22][C:18]=2[CH3:17])=[O:24])=[C:4]([CH3:10])[CH:3]=1, predict the reactants needed to synthesize it. The reactants are: [Br:1][C:2]1[N:7]=[C:6]([CH3:8])[C:5]([NH2:9])=[C:4]([CH3:10])[CH:3]=1.N1C=CC=CC=1.[CH3:17][C:18]1[CH:22]=[CH:21][O:20][C:19]=1[C:23](Cl)=[O:24].O. (2) The reactants are: [CH2:1](OC(OCC(Cl)=O)=O)[CH:2]=C.CC1C=C(C)C=C(C)N=1.[O:21]([C:34]1[CH:39]=[C:38]([CH2:40][O:41][C:42](=[O:51])[CH2:43][O:44][C:45]([O:47][CH2:48][CH:49]=[CH2:50])=[O:46])[CH:37]=[CH:36][C:35]=1[CH2:52][C:53]1[CH:58]=[CH:57][C:56]([O:59][CH3:60])=[CH:55][CH:54]=1)[C@@H:22]1[O:30][C@H:29]([C@@H:31]([CH3:33])[OH:32])[C@@H:27]([OH:28])[C@H:25]([OH:26])[C@H:23]1[OH:24]. Given the product [O:21]([C:34]1[CH:39]=[C:38]([CH2:40][O:41][C:42](=[O:51])[CH2:43][O:44][C:45]([O:47][CH2:48][CH:49]=[CH2:50])=[O:46])[CH:37]=[CH:36][C:35]=1[CH2:52][C:53]1[CH:58]=[CH:57][C:56]([O:59][CH2:60][CH2:1][CH3:2])=[CH:55][CH:54]=1)[C@@H:22]1[O:30][C@H:29]([C@@H:31]([CH3:33])[OH:32])[C@@H:27]([OH:28])[C@H:25]([OH:26])[C@H:23]1[OH:24], predict the reactants needed to synthesize it. (3) Given the product [P:6]([O:5][C:1]([CH3:4])([CH3:3])[CH3:2])([O:8][C:9]([CH3:12])([CH3:11])[CH3:10])([O:13][CH2:33][CH2:32][Br:31])=[O:7], predict the reactants needed to synthesize it. The reactants are: [C:1]([O:5][P:6]([O-:13])([O:8][C:9]([CH3:12])([CH3:11])[CH3:10])=[O:7])([CH3:4])([CH3:3])[CH3:2].C([N+](CCCC)(CCCC)CCCC)CCC.[Br:31][CH2:32][CH2:33]Br. (4) Given the product [C:10]12[CH:9]=[C:29]3[N:30]=[C:26]([CH:27]=[CH:28]3)[CH:25]=[C:24]3[NH:37][C:21]([CH:22]=[CH:23]3)=[CH:20][C:19]3=[N:46][C:16]([CH:17]=[CH:18]3)=[CH:15][C:13]([NH:14]1)=[CH:12][CH:11]=2, predict the reactants needed to synthesize it. The reactants are: BrC1C=CC=C(Br)C=1[C:9]1[C:10]2[NH:14][C:13]([C:15](C3C=CC=CC=3)=[C:16]3[N:46]=[C:19]([C:20](C4C(Br)=CC=CC=4Br)=[C:21]4[NH:37][C:24](=[C:25](C5C=CC=CC=5)[C:26]5[CH:27]=[CH:28][C:29]=1[N:30]=5)[CH:23]=[CH:22]4)[CH:18]=[CH:17]3)=[CH:12][CH:11]=2.CO[C@H](C)C(N)=O.CC1(C)C2C(=C(P(C3C=CC=CC=3)C3C=CC=CC=3)C=CC=2)OC2C(P(C3C=CC=CC=3)C3C=CC=CC=3)=CC=CC1=2.C([O-])([O-])=O.[Cs+].[Cs+].